This data is from Forward reaction prediction with 1.9M reactions from USPTO patents (1976-2016). The task is: Predict the product of the given reaction. (1) Given the reactants [F:1][C:2]1[CH:7]=[CH:6][C:5]([C:8]2[C:16]3[C:11](=[N:12][CH:13]=[C:14]([NH2:17])[CH:15]=3)[NH:10][N:9]=2)=[CH:4][CH:3]=1.C(N(CC)CC)C.[CH3:25][C:26]1[C:30]([CH3:31])=[C:29]([C:32](O)=[O:33])[NH:28][N:27]=1.F[P-](F)(F)(F)(F)F.N1(OC(N(C)C)=[N+](C)C)C2N=CC=CC=2N=N1, predict the reaction product. The product is: [F:1][C:2]1[CH:3]=[CH:4][C:5]([C:8]2[C:16]3[C:11](=[N:12][CH:13]=[C:14]([NH:17][C:32]([C:29]4[NH:28][N:27]=[C:26]([CH3:25])[C:30]=4[CH3:31])=[O:33])[CH:15]=3)[NH:10][N:9]=2)=[CH:6][CH:7]=1. (2) Given the reactants [Br:1]CCCC1CCCCN1C(OCC1C=CC=CC=1)=O.O[CH2:22][CH2:23][CH2:24][CH2:25][CH:26]1[CH2:31][CH2:30][CH2:29][N:28]([C:32]([O:34][CH2:35][C:36]2[CH:41]=[CH:40][CH:39]=[CH:38][CH:37]=2)=[O:33])[CH2:27]1, predict the reaction product. The product is: [Br:1][CH2:22][CH2:23][CH2:24][CH2:25][CH:26]1[CH2:31][CH2:30][CH2:29][N:28]([C:32]([O:34][CH2:35][C:36]2[CH:41]=[CH:40][CH:39]=[CH:38][CH:37]=2)=[O:33])[CH2:27]1. (3) Given the reactants [C:1]([CH2:4][CH2:5][O:6][C:7]1[CH:14]=[CH:13][C:10]([CH:11]=[O:12])=[C:9]([CH3:15])[CH:8]=1)([OH:3])=[O:2].C(=O)([O-])[O-].[K+].[K+].[CH2:22](Br)[C:23]1[CH:28]=[CH:27][CH:26]=[CH:25][CH:24]=1.O, predict the reaction product. The product is: [CH2:22]([O:2][C:1]([CH2:4][CH2:5][O:6][C:7]1[CH:14]=[CH:13][C:10]([CH:11]=[O:12])=[C:9]([CH3:15])[CH:8]=1)=[O:3])[C:23]1[CH:28]=[CH:27][CH:26]=[CH:25][CH:24]=1. (4) Given the reactants [Cl:1][C:2]1[CH:15]=[CH:14][C:5]([CH2:6][C:7]2[C:8]([CH3:13])=[N:9][NH:10][C:11]=2[NH2:12])=[CH:4][CH:3]=1.[CH3:16][O:17][C:18]1[CH:19]=[C:20]([C:24](=O)[CH2:25][C:26](OC)=[O:27])[CH:21]=[CH:22][CH:23]=1, predict the reaction product. The product is: [Cl:1][C:2]1[CH:15]=[CH:14][C:5]([CH2:6][C:7]2[C:8]([CH3:13])=[N:9][N:10]3[C:26](=[O:27])[CH:25]=[C:24]([C:20]4[CH:21]=[CH:22][CH:23]=[C:18]([O:17][CH3:16])[CH:19]=4)[NH:12][C:11]=23)=[CH:4][CH:3]=1. (5) Given the reactants [NH2:1][C:2]1[CH:3]=[C:4]2[C:9](=[CH:10][CH:11]=1)[C:8]([O:12][CH3:13])=[N:7][CH:6]=[CH:5]2.I[C:15]1[CH:20]=[CH:19][C:18]([S:21](Cl)(=[O:23])=[O:22])=[CH:17][CH:16]=1.C([Sn](CCCC)(CCCC)[C:30]1[S:31][CH:32]=[CH:33][N:34]=1)CCC, predict the reaction product. The product is: [CH3:13][O:12][C:8]1[C:9]2[C:4](=[CH:3][C:2]([NH:1][S:21]([C:18]3[CH:19]=[CH:20][C:15]([C:30]4[S:31][CH:32]=[CH:33][N:34]=4)=[CH:16][CH:17]=3)(=[O:23])=[O:22])=[CH:11][CH:10]=2)[CH:5]=[CH:6][N:7]=1.